From a dataset of Reaction yield outcomes from USPTO patents with 853,638 reactions. Predict the reaction yield, written as a fraction of the theoretical maximum amount of product (1.0 means a 100% yield; for example, 0.34 means a 34% yield). (1) The reactants are Cl[C:2]1[CH:3]=[C:4]2[C:9](=[CH:10][CH:11]=1)[N:8]=[CH:7][CH:6]=[C:5]2[O:12][CH3:13].CC(C)([O-])C.[K+].[CH3:20][C:21]1[N:26]=[C:25]([C:27](=[O:29])[CH3:28])[CH:24]=[CH:23][CH:22]=1.C(O)(=O)C. The yield is 0.560. The product is [CH3:13][O:12][C:5]1[C:4]2[C:9](=[CH:10][CH:11]=[C:2]([CH2:28][C:27]([C:25]3[CH:24]=[CH:23][CH:22]=[C:21]([CH3:20])[N:26]=3)=[O:29])[CH:3]=2)[N:8]=[CH:7][CH:6]=1. The catalyst is O.C([O-])(=O)C.[Pd+2].C([O-])(=O)C. (2) The product is [C:18]([NH:17][C@H:5]([CH2:4][O:3][CH:2]([F:25])[F:1])[C:6]([NH:8][CH2:9][C:10]1[CH:15]=[CH:14][C:13]([F:16])=[CH:12][CH:11]=1)=[O:7])(=[O:19])[CH3:27]. The reactants are [F:1][CH:2]([F:25])[O:3][CH2:4][C@@H:5]([NH:17][C:18](=O)[O:19]C(C)(C)C)[C:6]([NH:8][CH2:9][C:10]1[CH:15]=[CH:14][C:13]([F:16])=[CH:12][CH:11]=1)=[O:7].F[C:27](F)(F)C(O)=O. The yield is 0.657. The catalyst is ClCCl. (3) The reactants are [NH2:1][C:2]1[N:7]=[CH:6][N:5]=[C:4]2[N:8]([CH:24]3[CH2:29][CH2:28][CH2:27][N:26]([C:30](=[O:34])[CH2:31][C:32]#[N:33])[CH2:25]3)[N:9]=[C:10]([C:11]3[CH:16]=[CH:15][C:14]([O:17][C:18]4[CH:23]=[CH:22][CH:21]=[CH:20][CH:19]=4)=[CH:13][CH:12]=3)[C:3]=12.N1[CH2:40][CH2:39][CH2:38][CH2:37]C1.C1(C=O)CC1. The catalyst is CO. The product is [NH2:1][C:2]1[N:7]=[CH:6][N:5]=[C:4]2[N:8]([CH:24]3[CH2:29][CH2:28][CH2:27][N:26]([C:30]([C:31](=[CH:37][CH:38]4[CH2:40][CH2:39]4)[C:32]#[N:33])=[O:34])[CH2:25]3)[N:9]=[C:10]([C:11]3[CH:12]=[CH:13][C:14]([O:17][C:18]4[CH:19]=[CH:20][CH:21]=[CH:22][CH:23]=4)=[CH:15][CH:16]=3)[C:3]=12. The yield is 0.640. (4) The reactants are [CH3:1][O:2][C:3]1[CH:4]=[C:5]2[C:10](=[CH:11][CH:12]=1)[C:9](=[O:13])[CH2:8][CH2:7][CH2:6]2.C1C(=O)N([Br:21])C(=O)C1.OS(O)(=O)=O. The catalyst is O. The product is [Br:21][C:4]1[C:3]([O:2][CH3:1])=[CH:12][CH:11]=[C:10]2[C:5]=1[CH2:6][CH2:7][CH2:8][C:9]2=[O:13]. The yield is 0.410. (5) The reactants are [H-].[Al+3].[Li+].[H-].[H-].[H-].[N:7]1[CH:12]=[CH:11][CH:10]=[C:9]([C:13]2[CH:17]=[C:16]([C:18]([F:21])([F:20])[F:19])[N:15]([C:22]3[CH:29]=[CH:28][C:25]([C:26]#[N:27])=[CH:24][CH:23]=3)[N:14]=2)[CH:8]=1. The catalyst is CCOCC. The product is [N:7]1[CH:12]=[CH:11][CH:10]=[C:9]([C:13]2[CH:17]=[C:16]([C:18]([F:20])([F:19])[F:21])[N:15]([C:22]3[CH:29]=[CH:28][C:25]([CH2:26][NH2:27])=[CH:24][CH:23]=3)[N:14]=2)[CH:8]=1. The yield is 0.700. (6) The reactants are [Br:1][C:2]1[CH:9]=[CH:8][C:7]([F:10])=[CH:6][C:3]=1[CH2:4]Br.[CH2:11]([Mg]Br)[CH:12]=[CH2:13]. The catalyst is C1COCC1. The product is [Br:1][C:2]1[CH:9]=[CH:8][C:7]([F:10])=[CH:6][C:3]=1[CH2:4][CH2:13][CH:12]=[CH2:11]. The yield is 0.820.